From a dataset of NCI-60 drug combinations with 297,098 pairs across 59 cell lines. Regression. Given two drug SMILES strings and cell line genomic features, predict the synergy score measuring deviation from expected non-interaction effect. (1) Drug 1: CCC1(CC2CC(C3=C(CCN(C2)C1)C4=CC=CC=C4N3)(C5=C(C=C6C(=C5)C78CCN9C7C(C=CC9)(C(C(C8N6C)(C(=O)OC)O)OC(=O)C)CC)OC)C(=O)OC)O.OS(=O)(=O)O. Drug 2: C1=CN(C=N1)CC(O)(P(=O)(O)O)P(=O)(O)O. Cell line: SNB-19. Synergy scores: CSS=0.928, Synergy_ZIP=-2.35, Synergy_Bliss=-5.11, Synergy_Loewe=-10.9, Synergy_HSA=-5.46. (2) Drug 1: C1=NC2=C(N1)C(=S)N=CN2. Drug 2: C1C(C(OC1N2C=NC(=NC2=O)N)CO)O. Cell line: RPMI-8226. Synergy scores: CSS=40.9, Synergy_ZIP=-5.22, Synergy_Bliss=-2.33, Synergy_Loewe=-13.1, Synergy_HSA=-0.981.